Task: Predict the product of the given reaction.. Dataset: Forward reaction prediction with 1.9M reactions from USPTO patents (1976-2016) (1) Given the reactants Cl[C:2]1[N:7]=[C:6]([C:8]([CH:10]2[C:15](=[O:16])[CH2:14][CH2:13][CH2:12][C:11]2=[O:17])=[O:9])[CH:5]=[CH:4][C:3]=1[C:18]([F:21])([F:20])[F:19].[NH:22]1[CH:26]=[CH:25][CH:24]=[N:23]1.[H-].[Na+].O, predict the reaction product. The product is: [N:22]1([C:2]2[N:7]=[C:6]([C:8]([CH:10]3[C:15](=[O:16])[CH2:14][CH2:13][CH2:12][C:11]3=[O:17])=[O:9])[CH:5]=[CH:4][C:3]=2[C:18]([F:21])([F:20])[F:19])[CH:26]=[CH:25][CH:24]=[N:23]1. (2) Given the reactants [F:1][C:2]1[CH:7]=[CH:6][CH:5]=[C:4]([F:8])[C:3]=1[CH:9]=[CH:10][C:11]([NH:13][C@H:14]([C:26]([O:28]C)=[O:27])[CH2:15][C:16]1[C:24]2[C:19](=[CH:20][CH:21]=[CH:22][CH:23]=2)[N:18]([CH3:25])[CH:17]=1)=[O:12].[OH-].[Na+], predict the reaction product. The product is: [F:1][C:2]1[CH:7]=[CH:6][CH:5]=[C:4]([F:8])[C:3]=1[CH:9]=[CH:10][C:11]([NH:13][C@H:14]([C:26]([OH:28])=[O:27])[CH2:15][C:16]1[C:24]2[C:19](=[CH:20][CH:21]=[CH:22][CH:23]=2)[N:18]([CH3:25])[CH:17]=1)=[O:12]. (3) Given the reactants [Cl:1][C:2]1[NH:6][N:5]=[C:4]([CH3:7])[CH:3]=1.[OH2:8].[O-:9][Mn](=O)(=O)=O.[K+], predict the reaction product. The product is: [Cl:1][C:2]1[NH:6][N:5]=[C:4]([C:7]([OH:9])=[O:8])[CH:3]=1. (4) Given the reactants [N-:1]=[N+:2]=[N-:3].[Na+].[Cl-].[NH4+].[F:7][C:8]1[CH:9]=[C:10]([CH:15]2[CH2:17][O:16]2)[CH:11]=[CH:12][C:13]=1[F:14].C(OCC)(=O)C.CCCCCC, predict the reaction product. The product is: [N:1]([CH2:17][CH:15]([C:10]1[CH:11]=[CH:12][C:13]([F:14])=[C:8]([F:7])[CH:9]=1)[OH:16])=[N+:2]=[N-:3]. (5) The product is: [F:1][C:2]1[CH:10]=[CH:9][C:5]([C:6]2[O:7][C:12](=[O:13])[S:14][N:8]=2)=[CH:4][CH:3]=1. Given the reactants [F:1][C:2]1[CH:10]=[CH:9][C:5]([C:6]([NH2:8])=[O:7])=[CH:4][CH:3]=1.Cl[C:12]([S:14]Cl)=[O:13], predict the reaction product.